The task is: Predict the product of the given reaction.. This data is from Forward reaction prediction with 1.9M reactions from USPTO patents (1976-2016). (1) Given the reactants [Br:1][C:2]1[CH:3]=[CH:4][C:5]([CH2:8][NH:9][CH:10]2[CH2:15][CH2:14][N:13]([CH2:16][CH2:17][N:18]3[C:27]4[C:22](=[N:23][CH:24]=[C:25]([F:28])[CH:26]=4)[CH:21]=[CH:20][C:19]3=[O:29])[CH2:12][CH2:11]2)=[N:6][CH:7]=1.[ClH:30], predict the reaction product. The product is: [ClH:30].[ClH:30].[Br:1][C:2]1[CH:3]=[CH:4][C:5]([CH2:8][NH:9][CH:10]2[CH2:15][CH2:14][N:13]([CH2:16][CH2:17][N:18]3[C:27]4[C:22](=[N:23][CH:24]=[C:25]([F:28])[CH:26]=4)[CH:21]=[CH:20][C:19]3=[O:29])[CH2:12][CH2:11]2)=[N:6][CH:7]=1. (2) Given the reactants [NH2:1][C:2]1[C:7](C(O)=O)=[C:6]([CH3:11])[N:5]=[C:4]2[S:12][C:13]([Br:16])=[C:14]([CH3:15])[C:3]=12.C1(OC2C=CC=CC=2)C=CC=CC=1, predict the reaction product. The product is: [Br:16][C:13]1[S:12][C:4]2[N:5]=[C:6]([CH3:11])[CH:7]=[C:2]([NH2:1])[C:3]=2[C:14]=1[CH3:15].